This data is from Forward reaction prediction with 1.9M reactions from USPTO patents (1976-2016). The task is: Predict the product of the given reaction. Given the reactants C(N(C(=O)CC)CC[C:6]1[CH:11]=[CH:10][C:9]([OH:12])=[CH:8][CH:7]=1)C.[H-].[Na+].C(O[CH2:23][CH3:24])(=O)C, predict the reaction product. The product is: [C:24]1([O:12][C:9]2[CH:8]=[CH:7][CH:6]=[CH:11][CH:10]=2)[CH:23]=[CH:8][CH:7]=[CH:6][CH:11]=1.